From a dataset of Full USPTO retrosynthesis dataset with 1.9M reactions from patents (1976-2016). Predict the reactants needed to synthesize the given product. (1) Given the product [OH:10][C:11]1[CH:16]=[CH:15][C:14]([C:2]2[O:6][C:5]([CH3:7])=[C:4]([CH:8]=[O:9])[CH:3]=2)=[CH:13][CH:12]=1, predict the reactants needed to synthesize it. The reactants are: Br[C:2]1[O:6][C:5]([CH3:7])=[C:4]([CH:8]=[O:9])[CH:3]=1.[OH:10][C:11]1[CH:16]=[CH:15][C:14](B(O)O)=[CH:13][CH:12]=1.C(=O)([O-])[O-].[Na+].[Na+].COCCOC. (2) Given the product [C:43]([C:47]1[CH:48]=[CH:49][C:50]([CH2:51][O:27][C:22]2[CH:23]=[CH:24][CH:25]=[CH:26][C:21]=2/[CH:20]=[CH:19]/[CH:6]([CH2:5][C:4]2[CH:28]=[C:29]([F:42])[C:30]([O:31][Si:32]([CH:36]([CH3:38])[CH3:37])([CH:39]([CH3:41])[CH3:40])[CH:33]([CH3:34])[CH3:35])=[C:2]([F:1])[CH:3]=2)[CH2:7][CH2:8][C:9]2[CH:10]=[CH:11][C:12]([C:13]([O:15][CH3:16])=[O:14])=[CH:17][CH:18]=2)=[CH:53][CH:54]=1)([CH3:46])([CH3:44])[CH3:45], predict the reactants needed to synthesize it. The reactants are: [F:1][C:2]1[CH:3]=[C:4]([CH:28]=[C:29]([F:42])[C:30]=1[O:31][Si:32]([CH:39]([CH3:41])[CH3:40])([CH:36]([CH3:38])[CH3:37])[CH:33]([CH3:35])[CH3:34])[CH2:5][CH:6](/[CH:19]=[CH:20]/[C:21]1[CH:26]=[CH:25][CH:24]=[CH:23][C:22]=1[OH:27])[CH2:7][CH2:8][C:9]1[CH:18]=[CH:17][C:12]([C:13]([O:15][CH3:16])=[O:14])=[CH:11][CH:10]=1.[C:43]([C:47]1[CH:54]=[CH:53][C:50]([CH2:51]Br)=[CH:49][CH:48]=1)([CH3:46])([CH3:45])[CH3:44].C(=O)([O-])[O-].[K+].[K+]. (3) Given the product [Br:1][C:2]1[C:7]([C:21]#[C:20][Si:17]([CH3:19])([CH3:18])[CH3:16])=[CH:6][CH:5]=[CH:4][N:3]=1, predict the reactants needed to synthesize it. The reactants are: [Br:1][C:2]1[C:7](OS(C(F)(F)F)(=O)=O)=[CH:6][CH:5]=[CH:4][N:3]=1.[CH3:16][Si:17]([C:20]#[CH:21])([CH3:19])[CH3:18].[Li+].[Cl-].CCN(CC)CC. (4) Given the product [Cl:1][C:2]1[CH:7]=[CH:6][C:5]([N+:8]([O-:10])=[O:9])=[CH:4][C:3]=1[O:11][CH2:19][CH2:20][CH2:21][NH:22][C:23](=[O:29])[O:24][C:25]([CH3:28])([CH3:27])[CH3:26], predict the reactants needed to synthesize it. The reactants are: [Cl:1][C:2]1[CH:7]=[CH:6][C:5]([N+:8]([O-:10])=[O:9])=[CH:4][C:3]=1[OH:11].C(=O)([O-])[O-].[Cs+].[Cs+].Br[CH2:19][CH2:20][CH2:21][NH:22][C:23](=[O:29])[O:24][C:25]([CH3:28])([CH3:27])[CH3:26].